The task is: Regression/Classification. Given a drug SMILES string, predict its absorption, distribution, metabolism, or excretion properties. Task type varies by dataset: regression for continuous measurements (e.g., permeability, clearance, half-life) or binary classification for categorical outcomes (e.g., BBB penetration, CYP inhibition). Dataset: hlm.. This data is from Human liver microsome stability data. (1) The drug is Cc1[nH]c2ccccc2c1CC(=O)N[C@@H](Cc1ccccc1)C(=O)N(C)c1ccccc1. The result is 1 (stable in human liver microsomes). (2) The drug is Cc1cc(-c2ccc(Cl)c(C(=O)NCC3(O)CCCCCC3)c2)[nH]n1. The result is 0 (unstable in human liver microsomes). (3) The result is 0 (unstable in human liver microsomes). The drug is Fc1cc(I)ccc1Nc1c(-c2nnc(NCCN3CCOCC3)o2)ccc(F)c1F. (4) The molecule is Fc1ccccc1-c1nc(COc2ccc3c(c2)C(N2CCN(C4CCCC4)CC2)CC3)no1. The result is 1 (stable in human liver microsomes).